This data is from Full USPTO retrosynthesis dataset with 1.9M reactions from patents (1976-2016). The task is: Predict the reactants needed to synthesize the given product. (1) Given the product [C:36]([NH:1][CH2:2][C:3]1[CH:15]=[C:14]2[C:6]([C:7]3[C:8]([C:19]4[CH:24]=[CH:23][CH:22]=[C:21]([N:25]5[CH2:33][C:32]6[C:27](=[CH:28][CH:29]=[CH:30][CH:31]=6)[C:26]5=[O:34])[C:20]=4[CH3:35])=[CH:9][CH:10]=[C:11]([C:16]([NH2:18])=[O:17])[C:12]=3[NH:13]2)=[CH:5][CH:4]=1)(=[O:38])[CH3:37], predict the reactants needed to synthesize it. The reactants are: [NH2:1][CH2:2][C:3]1[CH:15]=[C:14]2[C:6]([C:7]3[C:8]([C:19]4[CH:24]=[CH:23][CH:22]=[C:21]([N:25]5[CH2:33][C:32]6[C:27](=[CH:28][CH:29]=[CH:30][CH:31]=6)[C:26]5=[O:34])[C:20]=4[CH3:35])=[CH:9][CH:10]=[C:11]([C:16]([NH2:18])=[O:17])[C:12]=3[NH:13]2)=[CH:5][CH:4]=1.[C:36](OC(=O)C)(=[O:38])[CH3:37]. (2) Given the product [C:1]12([C:11]3[CH:12]=[C:13]([C:18]4[CH:25]=[CH:24][CH:23]=[CH:22][C:19]=4[CH:20]=[C:32]4[S:26][C:27]([N:33]5[CH2:38][CH2:37][O:36][CH2:35][CH2:34]5)=[N:29][C:30]4=[O:31])[CH:14]=[CH:15][C:16]=3[OH:17])[CH2:2][CH:3]3[CH2:4][CH:5]([CH2:6][CH:7]([CH2:9]3)[CH2:8]1)[CH2:10]2, predict the reactants needed to synthesize it. The reactants are: [C:1]12([C:11]3[CH:12]=[C:13]([C:18]4[CH:25]=[CH:24][CH:23]=[CH:22][C:19]=4[CH:20]=O)[CH:14]=[CH:15][C:16]=3[OH:17])[CH2:10][CH:5]3[CH2:6][CH:7]([CH2:9][CH:3]([CH2:4]3)[CH2:2]1)[CH2:8]2.[S:26]1[CH2:32][C:30](=[O:31])[NH:29][C:27]1=S.[NH:33]1[CH2:38][CH2:37][O:36][CH2:35][CH2:34]1. (3) Given the product [CH3:2][C:3]1([CH3:67])[O:5][C@@H:54]([CH2:53][CH2:52][NH:51][C:39]([CH:16]2[CH:15]([C:11]3[CH:12]=[CH:13][CH:14]=[C:9]([Cl:8])[C:10]=3[F:42])[C:19]([C:22]3[CH:27]=[CH:26][C:25]([Cl:28])=[CH:24][C:23]=3[F:29])([C:20]#[N:21])[CH:18]([CH2:30][C:31]3([CH2:37][OH:38])[CH2:36][CH2:35][CH:34]=[CH:33][CH2:32]3)[NH:17]2)=[O:41])[CH2:55][O:4]1, predict the reactants needed to synthesize it. The reactants are: F[C:2](F)(F)[C:3]([OH:5])=[O:4].[Cl:8][C:9]1[C:10]([F:42])=[C:11]([CH:15]2[C:19]([C:22]3[CH:27]=[CH:26][C:25]([Cl:28])=[CH:24][C:23]=3[F:29])([C:20]#[N:21])[CH:18]([CH2:30][C:31]3([CH2:37][OH:38])[CH2:36][CH2:35][CH:34]=[CH:33][CH2:32]3)[NH:17][CH:16]2[C:39]([OH:41])=O)[CH:12]=[CH:13][CH:14]=1.CN(C(O[N:51]1N=N[C:53]2[CH:54]=[CH:55]C=N[C:52]1=2)=[N+](C)C)C.F[P-](F)(F)(F)(F)F.[CH3:67]CN(C(C)C)C(C)C. (4) Given the product [Br:1][C:2]1[CH:7]=[CH:6][C:5]([CH2:8][N:13]2[CH2:12][CH2:11][N:10]([C:16]([O:18][C:19]([CH3:22])([CH3:21])[CH3:20])=[O:17])[CH2:15][CH2:14]2)=[CH:4][CH:3]=1, predict the reactants needed to synthesize it. The reactants are: [Br:1][C:2]1[CH:7]=[CH:6][C:5]([CH2:8]Br)=[CH:4][CH:3]=1.[N:10]1([C:16]([O:18][C:19]([CH3:22])([CH3:21])[CH3:20])=[O:17])[CH2:15][CH2:14][NH:13][CH2:12][CH2:11]1.C(N(C(C)C)CC)(C)C.